This data is from Drug-target binding data from BindingDB using IC50 measurements. The task is: Regression. Given a target protein amino acid sequence and a drug SMILES string, predict the binding affinity score between them. We predict pIC50 (pIC50 = -log10(IC50 in M); higher means more potent). Dataset: bindingdb_ic50. (1) The small molecule is N#C/C(=C/c1ccc(OCc2ccc(C(=O)O)cc2)cc1)c1cccc(F)c1. The target protein (Q9Y2R2) has sequence MDQREILQKFLDEAQSKKITKEEFANEFLKLKRQSTKYKADKTYPTTVAEKPKNIKKNRYKDILPYDYSRVELSLITSDEDSSYINANFIKGVYGPKAYIATQGPLSTTLLDFWRMIWEYSVLIIVMACMEYEMGKKKCERYWAEPGEMQLEFGPFSVSCEAEKRKSDYIIRTLKVKFNSETRTIYQFHYKNWPDHDVPSSIDPILELIWDVRCYQEDDSVPICIHCSAGCGRTGVICAIDYTWMLLKDGIIPENFSVFSLIREMRTQRPSLVQTQEQYELVYNAVLELFKRQMDVIRDKHSGTESQAKHCIPEKNHTLQADSYSPNLPKSTTKAAKMMNQQRTKMEIKESSSFDFRTSEISAKEELVLHPAKSSTSFDFLELNYSFDKNADTTMKWQTKAFPIVGEPLQKHQSLDLGSLLFEGCSNSKPVNAAGRYFNSKVPITRTKSTPFELIQQRETKEVDSKENFSYLESQPHDSCFVEMQAQKVMHVSSAELNYS.... The pIC50 is 4.1. (2) The small molecule is CCCCC(C)(C)OC(=O)c1c(C)[nH]c2c(=O)n(C)cc(C#CC(C)(O)C3CC3)c12. The target protein sequence is PMVTLSSILESIINDMRDLPNTYPFHTPVNAKVVKDYYKIITRPMDLQTLRENVRKRLYPSREEFREHLELIVKNSATYNGPKHSLTQISQSMLDLCDEKLKEKEDKLARLEKAINPLLDDDDQVAFSFILDNIVTQKMMAVPDSWPFHHPVNKKFVPDYYKVIVNPMDLETIRKNISKHKYQSRESFLDDVNLILANSVKYNGPESQYTKTAQEIV. The pIC50 is 6.3.